Dataset: Reaction yield outcomes from USPTO patents with 853,638 reactions. Task: Predict the reaction yield, written as a fraction of the theoretical maximum amount of product (1.0 means a 100% yield; for example, 0.34 means a 34% yield). (1) The reactants are Cl[C:2]1[N:7]=[C:6]([F:8])[C:5]2[O:9][C:10]3[C:15]([C@@:16]4([CH2:21][CH2:20][O:19][C:18]([NH2:22])=[N:17]4)[C:4]=2[CH:3]=1)=[CH:14][C:13]([NH2:23])=[CH:12][CH:11]=3.[O:24]1[CH2:29][CH2:28][CH:27]=[C:26](B2OC(C)(C)C(C)(C)O2)[CH2:25]1.[O-]P([O-])([O-])=O.[K+].[K+].[K+].O. The catalyst is O1CCOCC1.O.C(C1C(C(C)(C)C)=C([Pd]Cl)C=CC=1NC)(C)(C)C. The product is [O:24]1[CH2:29][CH2:28][CH:27]=[C:26]([C:2]2[N:7]=[C:6]([F:8])[C:5]3[O:9][C:10]4[C:15]([C@@:16]5([CH2:21][CH2:20][O:19][C:18]([NH2:22])=[N:17]5)[C:4]=3[CH:3]=2)=[CH:14][C:13]([NH2:23])=[CH:12][CH:11]=4)[CH2:25]1. The yield is 0.720. (2) The reactants are [Cl:1][C:2]1[CH:11]=[CH:10][C:9]2[CH2:8][CH:7]([CH2:12][C:13]#N)[N:6]3[C:15]4[CH:16]=[CH:17][CH:18]=[C:19]([F:22])[C:20]=4[CH:21]=[C:5]3[C:4]=2[N:3]=1.CC(C[AlH]CC(C)C)C.[OH2:32]. The catalyst is C(Cl)Cl. The product is [Cl:1][C:2]1[CH:11]=[CH:10][C:9]2[CH2:8][CH:7]([CH2:12][CH:13]=[O:32])[N:6]3[C:15]4[CH:16]=[CH:17][CH:18]=[C:19]([F:22])[C:20]=4[CH:21]=[C:5]3[C:4]=2[N:3]=1. The yield is 0.660. (3) The product is [CH2:31]1[CH2:32][O:33][C:19]2([CH2:18][CH2:17][C@@:16]3([CH3:21])[C:3](=[CH:4][CH2:5][C@@H:6]4[C@@H:15]3[CH2:14][CH2:13][C@@:11]3([CH3:12])[C@H:7]4[CH2:8][CH2:9][C@@H:10]3[O:22][Si:23]([C:26]([CH3:29])([CH3:28])[CH3:27])([CH3:24])[CH3:25])[C:2]2([CH3:30])[CH3:1])[O:20]1. The reactants are [CH3:1][C:2]1([CH3:30])[C:19](=[O:20])[CH2:18][CH2:17][C@@:16]2([CH3:21])[C:3]1=[CH:4][CH2:5][C@@H:6]1[C@@H:15]2[CH2:14][CH2:13][C@@:11]2([CH3:12])[C@H:7]1[CH2:8][CH2:9][C@@H:10]2[O:22][Si:23]([C:26]([CH3:29])([CH3:28])[CH3:27])([CH3:25])[CH3:24].[CH2:31](O)[CH2:32][OH:33].CC1C=CC(S(O)(=O)=O)=CC=1. The catalyst is C1(C)C=CC=CC=1. The yield is 1.00. (4) The reactants are [N+:1]([C:4]1[CH:13]=[C:12]2[C:7]([CH:8]([CH3:14])[CH2:9][CH2:10][NH:11]2)=[CH:6][CH:5]=1)([O-])=O. The catalyst is C(OCC)(=O)C.[Pd]. The product is [NH2:1][C:4]1[CH:13]=[C:12]2[C:7]([CH:8]([CH3:14])[CH2:9][CH2:10][NH:11]2)=[CH:6][CH:5]=1. The yield is 0.850. (5) The reactants are [F:1][C:2]1[CH:7]=[CH:6][CH:5]=[C:4]([F:8])[C:3]=1[N:9]1[C:14]2[N:15]=[C:16](S(C)(=O)=O)[N:17]=[C:18]([C:19]3[CH:24]=[CH:23][C:22]([F:25])=[CH:21][C:20]=3[CH3:26])[C:13]=2[CH:12]=[CH:11][C:10]1=[O:31].[NH2:32][CH:33]([CH2:36][OH:37])[CH2:34][OH:35].O.CCOCC. The catalyst is CN1CCCC1=O.CCOC(C)=O. The product is [F:1][C:2]1[CH:7]=[CH:6][CH:5]=[C:4]([F:8])[C:3]=1[N:9]1[C:14]2[N:15]=[C:16]([NH:32][CH:33]([CH2:36][OH:37])[CH2:34][OH:35])[N:17]=[C:18]([C:19]3[CH:24]=[CH:23][C:22]([F:25])=[CH:21][C:20]=3[CH3:26])[C:13]=2[CH:12]=[CH:11][C:10]1=[O:31]. The yield is 0.920. (6) The reactants are [Br:1][C:2]1[CH:3]=[C:4]([CH:6]=[C:7]([Br:12])[C:8]=1[O:9][CH2:10][CH3:11])[NH2:5].[CH2:13](N(CC)CC)C.ClC1C=C(N[C:30]([C:32]2[CH:40]=[CH:39][C:35]([C:36]([OH:38])=[O:37])=[CH:34][CH:33]=2)=[O:31])C=C(Cl)C=1O. The catalyst is C(Cl)Cl. The product is [Br:1][C:2]1[CH:3]=[C:4]([NH:5][C:30]([C:32]2[CH:40]=[CH:39][C:35]([C:36]([O:38][CH3:13])=[O:37])=[CH:34][CH:33]=2)=[O:31])[CH:6]=[C:7]([Br:12])[C:8]=1[O:9][CH2:10][CH3:11]. The yield is 0.730. (7) The yield is 0.915. The product is [CH3:1][C:2]12[C:12](=[O:13])[C:11]3[C:6](=[CH:7][CH:8]=[CH:9][CH:10]=3)[C:4](=[O:5])[CH:3]1[O:14]2. The catalyst is CO.O. The reactants are [CH3:1][C:2]1[C:12](=[O:13])[C:11]2[CH:10]=[CH:9][CH:8]=[CH:7][C:6]=2[C:4](=[O:5])[CH:3]=1.[OH-:14].[Na+].OO.